From a dataset of Catalyst prediction with 721,799 reactions and 888 catalyst types from USPTO. Predict which catalyst facilitates the given reaction. (1) Reactant: [N:1]1[NH:2][N:3]=[N:4][C:5]=1[CH2:6][C:7]([NH:30][C:31](=[O:43])[C:32]1[CH:37]=[CH:36][C:35]([F:38])=[C:34]([C:39]([F:42])([F:41])[F:40])[CH:33]=1)([C:19]1[CH:24]=[CH:23][CH:22]=[C:21]([O:25][C:26]([F:29])([F:28])[F:27])[CH:20]=1)[C:8]1[CH:13]=[CH:12][CH:11]=[C:10]([O:14][C:15]([F:18])([F:17])[F:16])[CH:9]=1.[N+](=[CH:46][Si](C)(C)C)=[N-]. Product: [F:38][C:35]1[CH:36]=[CH:37][C:32]([C:31]([NH:30][C:7]([C:8]2[CH:13]=[CH:12][CH:11]=[C:10]([O:14][C:15]([F:16])([F:17])[F:18])[CH:9]=2)([C:19]2[CH:24]=[CH:23][CH:22]=[C:21]([O:25][C:26]([F:27])([F:28])[F:29])[CH:20]=2)[CH2:6][C:5]2[N:4]=[N:3][N:2]([CH3:46])[N:1]=2)=[O:43])=[CH:33][C:34]=1[C:39]([F:40])([F:41])[F:42]. The catalyst class is: 36. (2) Reactant: [CH2:1]([C:3]1[CH:8]=[CH:7][C:6]([N:9]2[C:13]([CH2:14][OH:15])=[CH:12][N:11]=[CH:10]2)=[CH:5][CH:4]=1)[CH3:2]. Product: [CH2:1]([C:3]1[CH:4]=[CH:5][C:6]([N:9]2[C:13]([CH:14]=[O:15])=[CH:12][N:11]=[CH:10]2)=[CH:7][CH:8]=1)[CH3:2]. The catalyst class is: 742. (3) Reactant: [C:1]([CH2:3][C:4]1[NH:8][N:7]=[C:6]([CH3:9])[N:5]=1)#[N:2].C([O:12][C:13](=O)[CH:14]([C:19](=O)[CH3:20])[CH2:15][CH2:16][CH2:17][CH3:18])C.C([O-])(=O)C.[NH4+]. Product: [CH2:15]([C:14]1[C:19]([CH3:20])=[C:3]([C:1]#[N:2])[C:4]2[N:8]([N:7]=[C:6]([CH3:9])[N:5]=2)[C:13]=1[OH:12])[CH2:16][CH2:17][CH3:18]. The catalyst class is: 6.